Dataset: Peptide-MHC class II binding affinity with 134,281 pairs from IEDB. Task: Regression. Given a peptide amino acid sequence and an MHC pseudo amino acid sequence, predict their binding affinity value. This is MHC class II binding data. The peptide sequence is EGTNIYNNNEAFKVE. The MHC is DRB5_0101 with pseudo-sequence DRB5_0101. The binding affinity (normalized) is 0.502.